Predict the reactants needed to synthesize the given product. From a dataset of Full USPTO retrosynthesis dataset with 1.9M reactions from patents (1976-2016). (1) Given the product [Cl:8][C:7]1[C:2]([Cl:1])=[CH:3][C:4]([CH:9]=[CH2:10])=[CH:5][N:6]=1, predict the reactants needed to synthesize it. The reactants are: [Cl:1][C:2]1[CH:3]=[C:4]([CH:9](O)[CH3:10])[CH:5]=[N:6][C:7]=1[Cl:8].C1(C)C=CC(S(O)(=O)=O)=CC=1.O. (2) Given the product [CH3:11][O:10][C:7]1[CH:8]=[CH:9][C:4]([C:3]([OH:18])=[O:2])=[CH:5][C:6]=1[NH:12][CH2:13][CH2:14][CH2:15][O:16][CH3:17], predict the reactants needed to synthesize it. The reactants are: C[O:2][C:3](=[O:18])[C:4]1[CH:9]=[CH:8][C:7]([O:10][CH3:11])=[C:6]([NH:12][CH2:13][CH2:14][CH2:15][O:16][CH3:17])[CH:5]=1.O[Li].O.Cl. (3) The reactants are: [CH3:1][N:2]1[CH:6]=[C:5]([C:7]2[N:12]=[C:11]3[N:13]([CH2:16][C@@H:17]4[CH2:22][N:21]([C:23]5[N:28]=[CH:27][C:26]([CH:29]=O)=[CH:25][N:24]=5)[CH2:20][CH2:19][O:18]4)[N:14]=[N:15][C:10]3=[N:9][CH:8]=2)[CH:4]=[N:3]1.[CH3:31][N:32]1[CH2:37][CH2:36][NH:35][CH2:34][CH2:33]1.[BH-](OC(C)=O)(OC(C)=O)OC(C)=O.[Na+].C([O-])([O-])=O.[K+].[K+]. Given the product [CH3:1][N:2]1[CH:6]=[C:5]([C:7]2[N:12]=[C:11]3[N:13]([CH2:16][C@H:17]4[O:18][CH2:19][CH2:20][N:21]([C:23]5[N:24]=[CH:25][C:26]([CH2:29][N:35]6[CH2:36][CH2:37][N:32]([CH3:31])[CH2:33][CH2:34]6)=[CH:27][N:28]=5)[CH2:22]4)[N:14]=[N:15][C:10]3=[N:9][CH:8]=2)[CH:4]=[N:3]1, predict the reactants needed to synthesize it. (4) Given the product [CH3:13][NH:14][C:15]1[N:2]([CH3:1])[C:3]2[CH:8]=[CH:7][C:6]([N+:9]([O-:11])=[O:10])=[CH:5][C:4]=2[N:12]=1, predict the reactants needed to synthesize it. The reactants are: [CH3:1][NH:2][C:3]1[C:4]([NH2:12])=[CH:5][C:6]([N+:9]([O-:11])=[O:10])=[CH:7][CH:8]=1.[CH3:13][N:14]=[C:15]=S.